From a dataset of Forward reaction prediction with 1.9M reactions from USPTO patents (1976-2016). Predict the product of the given reaction. Given the reactants [CH3:1][C:2]1[CH:7]=[C:6]([CH3:8])[CH:5]=[CH:4][C:3]=1[C:9]1[S:13][N:12]=[C:11]([C:14]([F:17])([F:16])[F:15])[C:10]=1[CH2:18][OH:19].O[C:21]1[CH:26]=[CH:25][C:24]([CH2:27][CH2:28][C:29]([O:31][CH2:32][CH3:33])=[O:30])=[C:23]([CH3:34])[C:22]=1[CH3:35].C1CCN(C(N=NC(N2CCCCC2)=O)=O)CC1.P(CCCC)(CCCC)CCCC, predict the reaction product. The product is: [CH3:1][C:2]1[CH:7]=[C:6]([CH3:8])[CH:5]=[CH:4][C:3]=1[C:9]1[S:13][N:12]=[C:11]([C:14]([F:17])([F:16])[F:15])[C:10]=1[CH2:18][O:19][C:21]1[CH:26]=[CH:25][C:24]([CH2:27][CH2:28][C:29]([O:31][CH2:32][CH3:33])=[O:30])=[C:23]([CH3:34])[C:22]=1[CH3:35].